This data is from Full USPTO retrosynthesis dataset with 1.9M reactions from patents (1976-2016). The task is: Predict the reactants needed to synthesize the given product. (1) The reactants are: [CH3:1][CH2:2][C:3]1[CH:4]=[CH:5][C:6]([CH2:9][CH2:10][O:11][C:12]2[CH:13]=[CH:14][C:15]([CH2:18][CH:19]3[S:25][C:23](=[O:24])[NH:22][C:20]3=[O:21])=[CH:16][CH:17]=2)=[N:7][CH:8]=1.FC(F)(F)C(OC(=O)C(F)(F)F)=[O:29]. Given the product [CH2:2]([C:3]1[CH:4]=[CH:5][C:6]([CH:9]([OH:29])[CH2:10][O:11][C:12]2[CH:17]=[CH:16][C:15]([CH2:18][CH:19]3[S:25][C:23](=[O:24])[NH:22][C:20]3=[O:21])=[CH:14][CH:13]=2)=[N:7][CH:8]=1)[CH3:1], predict the reactants needed to synthesize it. (2) Given the product [CH2:17]([N:1]1[CH2:6][CH2:5][CH2:4][CH:3]([NH:7][C:8]2[C:9]3[CH:16]=[CH:15][NH:14][C:10]=3[N:11]=[CH:12][CH:13]=2)[CH2:2]1)[C:18]1[CH:23]=[CH:22][CH:21]=[CH:20][CH:19]=1, predict the reactants needed to synthesize it. The reactants are: [NH:1]1[CH2:6][CH2:5][CH2:4][CH:3]([NH:7][C:8]2[C:9]3[CH:16]=[CH:15][NH:14][C:10]=3[N:11]=[CH:12][CH:13]=2)[CH2:2]1.[CH:17](=O)[C:18]1[CH:23]=[CH:22][CH:21]=[CH:20][CH:19]=1. (3) Given the product [CH3:10][CH2:9][CH2:8][CH2:13][CH2:12][CH2:3][CH2:4][CH2:5][CH2:6][CH2:7][CH3:2], predict the reactants needed to synthesize it. The reactants are: Cl[C:2]1[CH:7]=[CH:6][CH:5]=[CH:4][CH:3]=1.[C:8]1(C)[CH:13]=[CH:12]C([Mg]Br)=[CH:10][CH:9]=1.[Cl-].C(C1C=CC=C(C(C)C)C=1[NH+]1CCN(C2C(C(C)C)=CC=CC=2C(C)C)C1)(C)C.C(C(C(C([O-])=O)O)O)([O-])=O.[K+].[Na+]. (4) The reactants are: [OH:1][C:2]1[CH:11]=[C:10]([S:12][CH2:13][CH3:14])[CH:9]=[CH:8][C:3]=1[C:4]([O:6][CH3:7])=[O:5].[C:15]([N:22]1[CH2:27][CH2:26][CH:25](O)[CH2:24][CH2:23]1)([O:17][C:18]([CH3:21])([CH3:20])[CH3:19])=[O:16]. Given the product [C:18]([O:17][C:15]([N:22]1[CH2:27][CH2:26][CH:25]([O:1][C:2]2[CH:11]=[C:10]([S:12][CH2:13][CH3:14])[CH:9]=[CH:8][C:3]=2[C:4]([O:6][CH3:7])=[O:5])[CH2:24][CH2:23]1)=[O:16])([CH3:21])([CH3:19])[CH3:20], predict the reactants needed to synthesize it. (5) The reactants are: [CH3:1][N:2]1[C:10]2[C:9](=[O:11])[N:8]([CH2:12][CH2:13][O:14][C:15]3[CH:20]=[CH:19][C:18]([CH2:21][CH:22]([O:26][CH2:27][CH3:28])[C:23]([OH:25])=[O:24])=[CH:17][CH:16]=3)[C:7]([CH3:29])=[N:6][C:5]=2[C:4]([CH2:30][CH2:31][CH3:32])=[N:3]1.[NH2:33][C@H:34]([C:42]([OH:44])=[O:43])[CH2:35][CH2:36][CH2:37][NH:38][C:39](=[NH:41])[NH2:40]. Given the product [NH2:33][C@H:34]([C:42]([OH:44])=[O:43])[CH2:35][CH2:36][CH2:37][NH:38][C:39](=[NH:40])[NH2:41].[CH3:1][N:2]1[C:10]2[C:9](=[O:11])[N:8]([CH2:12][CH2:13][O:14][C:15]3[CH:20]=[CH:19][C:18]([CH2:21][CH:22]([O:26][CH2:27][CH3:28])[C:23]([OH:25])=[O:24])=[CH:17][CH:16]=3)[C:7]([CH3:29])=[N:6][C:5]=2[C:4]([CH2:30][CH2:31][CH3:32])=[N:3]1.[CH3:1][N:2]1[C:10]2[C:9](=[O:11])[N:8]([CH2:12][CH2:13][O:14][C:15]3[CH:20]=[CH:19][C:18]([CH2:21][CH:22]([O:26][CH2:27][CH3:28])[C:23]([OH:25])=[O:24])=[CH:17][CH:16]=3)[C:7]([CH3:29])=[N:6][C:5]=2[C:4]([CH2:30][CH2:31][CH3:32])=[N:3]1, predict the reactants needed to synthesize it.